This data is from Full USPTO retrosynthesis dataset with 1.9M reactions from patents (1976-2016). The task is: Predict the reactants needed to synthesize the given product. (1) Given the product [CH3:8][O:9][C:10](=[O:30])[C:11]1[CH:16]=[CH:15][CH:14]=[CH:13][C:12]=1[CH2:17][S:18][C:19]1[N:20]([CH2:32][C:33]2[C:42]3[C:37](=[CH:38][CH:39]=[CH:40][CH:41]=3)[CH:36]=[CH:35][CH:34]=2)[C:21]2[CH:27]=[C:26]([CH3:28])[C:25]([CH3:29])=[CH:24][C:22]=2[N:23]=1, predict the reactants needed to synthesize it. The reactants are: [H-].[Na+].O1CCCC1.[CH3:8][O:9][C:10](=[O:30])[C:11]1[CH:16]=[CH:15][CH:14]=[CH:13][C:12]=1[CH2:17][S:18][C:19]1[NH:20][C:21]2[CH:27]=[C:26]([CH3:28])[C:25]([CH3:29])=[CH:24][C:22]=2[N:23]=1.Cl[CH2:32][C:33]1[C:42]2[C:37](=[CH:38][CH:39]=[CH:40][CH:41]=2)[CH:36]=[CH:35][CH:34]=1. (2) Given the product [NH2:16][C@H:13]1[CH2:14][CH2:15][N:11]([C@H:8]2[CH2:9][CH2:10][C@@H:5]([O:4][CH:1]([CH3:3])[CH3:2])[CH2:6][C@H:7]2[CH2:28][S:29]([CH:32]([CH3:34])[CH3:33])(=[O:31])=[O:30])[C:12]1=[O:27], predict the reactants needed to synthesize it. The reactants are: [CH:1]([O:4][C@@H:5]1[CH2:10][CH2:9][C@H:8]([N:11]2[CH2:15][CH2:14][C@H:13]([NH:16]C(=O)OCC3C=CC=CC=3)[C:12]2=[O:27])[C@H:7]([CH2:28][S:29]([CH:32]([CH3:34])[CH3:33])(=[O:31])=[O:30])[CH2:6]1)([CH3:3])[CH3:2].[H][H]. (3) Given the product [Cl:1][CH:2]([CH2:6][OH:7])[C:3]([O:5][CH2:19][CH2:18][CH2:17][CH2:16][CH2:15][CH2:14][CH2:13][CH2:12][CH2:11][CH2:10][CH2:9][CH3:8])=[O:4], predict the reactants needed to synthesize it. The reactants are: [Cl:1][CH:2]([CH2:6][OH:7])[C:3]([OH:5])=[O:4].[CH2:8](O)[CH2:9][CH2:10][CH2:11][CH2:12][CH2:13][CH2:14][CH2:15][CH2:16][CH2:17][CH2:18][CH3:19].C1C=CC=CC=1.C1(C)C=CC(S(O)(=O)=O)=CC=1. (4) Given the product [OH:58][C@@H:56]([CH3:57])[CH2:55][NH:54][C:18](=[O:20])[CH2:17][CH:14]1[S:13][C:12]([C:9]2[NH:10][C:11]3[C:7]([CH:8]=2)=[CH:6][C:5]([O:21][C:22]2[CH:23]=[N:24][C:25]([S:28]([CH3:31])(=[O:29])=[O:30])=[CH:26][CH:27]=2)=[CH:4][C:3]=3[O:2][CH3:1])=[N:16][CH2:15]1, predict the reactants needed to synthesize it. The reactants are: [CH3:1][O:2][C:3]1[CH:4]=[C:5]([O:21][C:22]2[CH:23]=[N:24][C:25]([S:28]([CH3:31])(=[O:30])=[O:29])=[CH:26][CH:27]=2)[CH:6]=[C:7]2[C:11]=1[NH:10][C:9]([C:12]1[S:13][CH:14]([CH2:17][C:18]([OH:20])=O)[CH2:15][N:16]=1)=[CH:8]2.Cl.C(N=C=NCCCN(C)C)C.ON1C2C=CC=CC=2N=N1.[NH2:54][CH2:55][C@@H:56]([OH:58])[CH3:57]. (5) Given the product [CH:30]1([N:21]2[CH2:22][C:23]([F:28])([F:29])[C:24](=[O:27])[N:25]([CH3:26])[C:19]3[CH:18]=[N:17][C:16]([NH:15][C:10]4[C:11]([O:13][CH3:14])=[CH:12][C:7]([C:6]([NH:5][CH:3]5[CH2:2][N:1]([CH:38]6[CH2:42][CH2:41][CH2:40][CH2:39]6)[CH2:4]5)=[O:37])=[C:8]([F:36])[CH:9]=4)=[N:35][C:20]2=3)[CH2:34][CH2:33][CH2:32][CH2:31]1, predict the reactants needed to synthesize it. The reactants are: [NH:1]1[CH2:4][CH:3]([NH:5][C:6](=[O:37])[C:7]2[CH:12]=[C:11]([O:13][CH3:14])[C:10]([NH:15][C:16]3[N:17]=[CH:18][C:19]4[N:25]([CH3:26])[C:24](=[O:27])[C:23]([F:29])([F:28])[CH2:22][N:21]([CH:30]5[CH2:34][CH2:33][CH2:32][CH2:31]5)[C:20]=4[N:35]=3)=[CH:9][C:8]=2[F:36])[CH2:2]1.[C:38]1(=O)[CH2:42][CH2:41][CH2:40][CH2:39]1. (6) Given the product [N:16]1[CH:17]=[CH:18][CH:19]=[CH:20][C:15]=1[N:13]1[C:8]([OH:10])=[C:3]2[C:2]([CH2:7][CH2:6][CH2:5][CH2:4]2)=[N:14]1, predict the reactants needed to synthesize it. The reactants are: O=[C:2]1[CH2:7][CH2:6][CH2:5][CH2:4][CH:3]1[C:8]([O:10]CC)=O.[NH:13]([C:15]1[CH:20]=[CH:19][CH:18]=[CH:17][N:16]=1)[NH2:14]. (7) Given the product [CH3:11][C:5]1[C:4]2[C:8](=[CH:9][CH:10]=[C:2]([NH:1][C:15](=[O:16])[CH2:14][C:13](=[O:17])[CH3:12])[CH:3]=2)[NH:7][N:6]=1, predict the reactants needed to synthesize it. The reactants are: [NH2:1][C:2]1[CH:3]=[C:4]2[C:8](=[CH:9][CH:10]=1)[NH:7][N:6]=[C:5]2[CH3:11].[CH2:12]=[C:13]1[O:17][C:15](=[O:16])[CH2:14]1. (8) Given the product [C:18]([C:17]1[CH:20]=[CH:21][C:14]([NH:13][C:10]2[N:9]=[C:8]([N:22]3[CH2:23][CH2:24][CH2:25][CH2:26]3)[C:7]([C:6]#[C:5][CH2:4][CH2:3][CH2:2][NH:1][C:37](=[O:38])[C@@H:35]([N:34]([CH3:40])[C:27](=[O:28])[O:29][C:30]([CH3:31])([CH3:33])[CH3:32])[CH3:36])=[CH:12][N:11]=2)=[CH:15][CH:16]=1)#[N:19], predict the reactants needed to synthesize it. The reactants are: [NH2:1][CH2:2][CH2:3][CH2:4][C:5]#[C:6][C:7]1[C:8]([N:22]2[CH2:26][CH2:25][CH2:24][CH2:23]2)=[N:9][C:10]([NH:13][C:14]2[CH:21]=[CH:20][C:17]([C:18]#[N:19])=[CH:16][CH:15]=2)=[N:11][CH:12]=1.[C:27]([N:34]([CH3:40])[C@H:35]([C:37](O)=[O:38])[CH3:36])([O:29][C:30]([CH3:33])([CH3:32])[CH3:31])=[O:28].Cl.C(N=C=NCCCN(C)C)C.O.ON1C2C=CC=CC=2N=N1. (9) The reactants are: [NH2:1][C:2]1[CH:7]=[CH:6][C:5]([C@@H:8]2[O:13][CH2:12][CH2:11][N:10]([C:14]([O:16][C:17]([CH3:20])([CH3:19])[CH3:18])=[O:15])[CH2:9]2)=[CH:4][CH:3]=1.[Cl:21][C:22]1[N:27]=[C:26](Cl)[C:25]([Cl:29])=[CH:24][N:23]=1.C(N(C(C)C)CC)(C)C. Given the product [Cl:21][C:22]1[N:27]=[C:26]([NH:1][C:2]2[CH:7]=[CH:6][C:5]([C@@H:8]3[O:13][CH2:12][CH2:11][N:10]([C:14]([O:16][C:17]([CH3:20])([CH3:19])[CH3:18])=[O:15])[CH2:9]3)=[CH:4][CH:3]=2)[C:25]([Cl:29])=[CH:24][N:23]=1, predict the reactants needed to synthesize it. (10) Given the product [CH:36]1([C:34]([NH:33][C:31]2[N:32]=[C:27]3[CH:26]=[CH:25][C:24]([O:23][C:22]4[CH:39]=[CH:40][C:41]([CH3:42])=[C:20]([NH:19][C:7]([C:4]5[CH:5]=[CH:6][N:2]([CH3:1])[N:3]=5)=[O:9])[CH:21]=4)=[CH:29][N:28]3[N:30]=2)=[O:35])[CH2:37][CH2:38]1, predict the reactants needed to synthesize it. The reactants are: [CH3:1][N:2]1[CH:6]=[CH:5][C:4]([C:7]([OH:9])=O)=[N:3]1.O1CCCC1.S(Cl)(Cl)=O.[NH2:19][C:20]1[CH:21]=[C:22]([CH:39]=[CH:40][C:41]=1[CH3:42])[O:23][C:24]1[CH:25]=[CH:26][C:27]2[N:28]([N:30]=[C:31]([NH:33][C:34]([CH:36]3[CH2:38][CH2:37]3)=[O:35])[N:32]=2)[CH:29]=1.